From a dataset of Forward reaction prediction with 1.9M reactions from USPTO patents (1976-2016). Predict the product of the given reaction. (1) Given the reactants [C:1]([O:5][C:6](=[O:35])[NH:7][C:8]([CH3:34])([CH3:33])/[CH:9]=[CH:10]/[C:11]1[CH:16]=[CH:15][C:14]([N:17]2[CH2:21][C:20](=[O:22])[NH:19][S:18]2(=[O:24])=[O:23])=[C:13]([O:25]CC2C=CC=CC=2)[CH:12]=1)([CH3:4])([CH3:3])[CH3:2], predict the reaction product. The product is: [C:1]([O:5][C:6](=[O:35])[NH:7][C:8]([CH3:34])([CH3:33])[CH2:9][CH2:10][C:11]1[CH:16]=[CH:15][C:14]([N:17]2[CH2:21][C:20](=[O:22])[NH:19][S:18]2(=[O:24])=[O:23])=[C:13]([OH:25])[CH:12]=1)([CH3:4])([CH3:2])[CH3:3]. (2) Given the reactants [CH3:1][C:2]1[CH:7]=[CH:6][CH:5]=[C:4]([CH3:8])[C:3]=1[N:9]=[C:10]([C:12]1[CH:17]=[CH:16][CH:15]=[C:14]([C:18](=[N:20][C:21]2[CH:26]=[CH:25][CH:24]=[CH:23][C:22]=2[CH3:27])[CH3:19])[N:13]=1)[CH3:11].[Fe:28]([Cl:30])[Cl:29], predict the reaction product. The product is: [Fe:28]([Cl:30])[Cl:29].[CH3:8][C:4]1[CH:5]=[CH:6][CH:7]=[C:2]([CH3:1])[C:3]=1[N:9]=[C:10]([C:12]1[CH:17]=[CH:16][CH:15]=[C:14]([C:18](=[N:20][C:21]2[CH:26]=[CH:25][CH:24]=[CH:23][C:22]=2[CH3:27])[CH3:19])[N:13]=1)[CH3:11].